From a dataset of Full USPTO retrosynthesis dataset with 1.9M reactions from patents (1976-2016). Predict the reactants needed to synthesize the given product. (1) Given the product [ClH:27].[F:1][C:2]1[CH:7]=[CH:6][C:5]([CH:8]([C:10]2[N:19]=[C:18]([NH:20][C:21]3[CH:25]=[C:24]([CH3:26])[NH:23][N:22]=3)[C:17]3[C:12](=[CH:13][CH:14]=[CH:15][CH:16]=3)[N:11]=2)[OH:9])=[CH:4][CH:3]=1, predict the reactants needed to synthesize it. The reactants are: [F:1][C:2]1[CH:7]=[CH:6][C:5]([C:8]([C:10]2[N:19]=[C:18]([NH:20][C:21]3[CH:25]=[C:24]([CH3:26])[NH:23][N:22]=3)[C:17]3[C:12](=[CH:13][CH:14]=[CH:15][CH:16]=3)[N:11]=2)=[O:9])=[CH:4][CH:3]=1.[ClH:27].O1CCOCC1. (2) The reactants are: [Br:1][C:2]1[CH:3]=[C:4]([C:9]([F:12])([F:11])[F:10])[CH:5]=[C:6](F)[CH:7]=1.[NH:13]1[CH2:17][CH2:16][C@H:15]([OH:18])[CH2:14]1.C(=O)([O-])[O-].[Cs+].[Cs+].C(=O)(O)[O-].[Na+]. Given the product [Br:1][C:2]1[CH:7]=[C:6]([N:13]2[CH2:17][CH2:16][C@H:15]([OH:18])[CH2:14]2)[CH:5]=[C:4]([C:9]([F:12])([F:11])[F:10])[CH:3]=1, predict the reactants needed to synthesize it. (3) Given the product [C:39]([O:38][C:36]([NH:35][CH2:34][CH2:33][CH2:32][C:29]1[CH:28]=[CH:27][C:26]([NH:25][C:19]2[N:18]=[C:17]3[C:22]([N:23]=[CH:24][N:16]3[C:13]3[CH:14]=[CH:15][C:10]([O:9][CH2:8][CH2:7][CH2:6][CH2:5][C:4]([OH:43])=[O:3])=[CH:11][CH:12]=3)=[CH:21][N:20]=2)=[CH:31][CH:30]=1)=[O:37])([CH3:42])([CH3:40])[CH3:41], predict the reactants needed to synthesize it. The reactants are: C([O:3][C:4](=[O:43])[CH2:5][CH2:6][CH2:7][CH2:8][O:9][C:10]1[CH:15]=[CH:14][C:13]([N:16]2[CH:24]=[N:23][C:22]3[C:17]2=[N:18][C:19]([NH:25][C:26]2[CH:31]=[CH:30][C:29]([CH2:32][CH2:33][CH2:34][NH:35][C:36]([O:38][C:39]([CH3:42])([CH3:41])[CH3:40])=[O:37])=[CH:28][CH:27]=2)=[N:20][CH:21]=3)=[CH:12][CH:11]=1)C.O[Li].O. (4) The reactants are: CO[CH:3]=[CH:4][C:5](=[O:7])[CH3:6].[Cl:8][C:9]1[CH:10]=[C:11]([CH:14]=[CH:15][CH:16]=1)[CH2:12][NH2:13]. Given the product [Cl:8][C:9]1[CH:10]=[C:11]([CH2:12][NH:13][CH:3]=[CH:4][C:5](=[O:7])[CH3:6])[CH:14]=[CH:15][CH:16]=1, predict the reactants needed to synthesize it. (5) Given the product [Br:31][CH:21]([CH:18]1[CH2:19][CH2:20][O:15][CH2:16][CH2:17]1)[C:22]([O:24][CH3:25])=[O:23], predict the reactants needed to synthesize it. The reactants are: C([Li])CCC.C(N(CC)C(C)C)(C)C.[O:15]1[CH2:20][CH2:19][CH:18]([CH2:21][C:22]([O:24][CH3:25])=[O:23])[CH2:17][CH2:16]1.Cl[Si](C)(C)C.[Br:31]N1C(=O)CCC1=O. (6) Given the product [C:64]([O:63][C:58]1[CH:59]=[CH:60][CH:61]=[CH:62][C:57]=1[CH2:56][N:48]([CH2:49][C:50]1[CH:55]=[CH:54][CH:53]=[CH:52][N:51]=1)[CH2:47][CH2:46][CH2:45][CH2:44][CH2:43][CH2:42][N:75]1[CH2:74][CH2:73][C:72]2[C:77](=[CH:78][C:79]([O:80][CH3:81])=[C:70]([O:69][CH3:68])[CH:71]=2)[CH2:76]1)([CH3:67])([CH3:66])[CH3:65], predict the reactants needed to synthesize it. The reactants are: C(OC1C=CC=CC=1CN(CC1C=CC=CN=1)CCCCCCC1CCC(C2C=CC=CC=2OC)CC1)(C)(C)C.Br[CH2:42][CH2:43][CH2:44][CH2:45][CH2:46][CH2:47][N:48]([CH2:56][C:57]1[CH:62]=[CH:61][CH:60]=[CH:59][C:58]=1[O:63][C:64]([CH3:67])([CH3:66])[CH3:65])[CH2:49][C:50]1[CH:55]=[CH:54][CH:53]=[CH:52][N:51]=1.[CH3:68][O:69][C:70]1[CH:71]=[C:72]2[C:77](=[CH:78][C:79]=1[O:80][CH3:81])[CH2:76][NH:75][CH2:74][CH2:73]2. (7) Given the product [Cl:31][C:32]1[CH:37]=[CH:36][CH:35]=[CH:34][C:33]=1[C:38]1[C:44]2[CH:45]=[C:46]([CH3:51])[C:47]([O:49][CH3:50])=[CH:48][C:43]=2[N:42]=[C:41]2[NH:52][NH:53][C:54]([CH3:55])=[C:40]2[N:39]=1, predict the reactants needed to synthesize it. The reactants are: NC1C=C(OC)C(C)=CC=1C(C1C=CC=CC=1Cl)=O.NC1C(C)=NN(CC=C)C=1Cl.[Cl:31][C:32]1[CH:37]=[CH:36][CH:35]=[CH:34][C:33]=1[C:38]1[C:44]2[CH:45]=[C:46]([CH3:51])[C:47]([O:49][CH3:50])=[CH:48][C:43]=2[N:42]=[C:41]2[N:52](CC=C)[NH:53][C:54]([CH3:55])=[C:40]2[N:39]=1.[H-].C([Al+]CC(C)C)C(C)C.